From a dataset of Reaction yield outcomes from USPTO patents with 853,638 reactions. Predict the reaction yield, written as a fraction of the theoretical maximum amount of product (1.0 means a 100% yield; for example, 0.34 means a 34% yield). The reactants are [CH:1]([C:4]1[NH:5][CH:6]=[C:7]([C:9]([CH3:20])([C:11]2[CH:16]=[CH:15][CH:14]=[C:13]([N+:17]([O-:19])=[O:18])[CH:12]=2)[CH3:10])[N:8]=1)([CH3:3])[CH3:2].[C:21](=O)([O-])[O-].[K+].[K+].IC. The catalyst is C1COCC1. The product is [CH:1]([C:4]1[N:5]([CH3:21])[CH:6]=[C:7]([C:9]([CH3:10])([C:11]2[CH:16]=[CH:15][CH:14]=[C:13]([N+:17]([O-:19])=[O:18])[CH:12]=2)[CH3:20])[N:8]=1)([CH3:3])[CH3:2]. The yield is 0.560.